From a dataset of Full USPTO retrosynthesis dataset with 1.9M reactions from patents (1976-2016). Predict the reactants needed to synthesize the given product. (1) Given the product [CH2:1]([C:3]1[CH:4]=[C:5]([CH:27]=[CH:28][C:29]=1[OH:30])[O:6][C:7]1[CH:8]=[CH:9][C:10]([C:13](=[O:26])[CH2:14][CH2:15][C:16]([NH:18][CH2:19][C:20]2[CH:21]=[N:22][CH:23]=[CH:24][CH:25]=2)=[O:17])=[CH:11][CH:12]=1)[CH3:2], predict the reactants needed to synthesize it. The reactants are: [CH2:1]([C:3]1[CH:4]=[C:5]([CH:27]=[CH:28][C:29]=1[O:30]C)[O:6][C:7]1[CH:12]=[CH:11][C:10]([C:13](=[O:26])[CH2:14][CH2:15][C:16]([NH:18][CH2:19][C:20]2[CH:21]=[N:22][CH:23]=[CH:24][CH:25]=2)=[O:17])=[CH:9][CH:8]=1)[CH3:2].B(Br)(Br)Br.O. (2) Given the product [CH2:9]([N:5]1[CH:6]=[CH:7][C:2]([I:1])=[CH:3][C:4]1=[O:8])[CH3:10], predict the reactants needed to synthesize it. The reactants are: [I:1][C:2]1[CH:7]=[CH:6][NH:5][C:4](=[O:8])[CH:3]=1.[CH2:9](I)[CH3:10]. (3) Given the product [C:27]([O:26][C:24]([C:23]1[CH:31]=[CH:32][C:20]([O:12][C:11]2[C:10]([Cl:13])=[C:9]3[C:4]([CH:5]([C:14]([O:16][CH2:17][CH3:18])=[O:15])[CH2:6][CH2:7][O:8]3)=[CH:3][C:2]=2[Cl:1])=[C:21]([N+:33]([O-:35])=[O:34])[CH:22]=1)=[O:25])([CH3:30])([CH3:28])[CH3:29], predict the reactants needed to synthesize it. The reactants are: [Cl:1][C:2]1[CH:3]=[C:4]2[C:9](=[C:10]([Cl:13])[C:11]=1[OH:12])[O:8][CH2:7][CH2:6][CH:5]2[C:14]([O:16][CH2:17][CH3:18])=[O:15].F[C:20]1[CH:32]=[CH:31][C:23]([C:24]([O:26][C:27]([CH3:30])([CH3:29])[CH3:28])=[O:25])=[CH:22][C:21]=1[N+:33]([O-:35])=[O:34].C([O-])([O-])=O.[K+].[K+]. (4) Given the product [CH2:1]([O:3][C:4](=[O:24])[CH2:5][C:6]1[C:14]2[C:9](=[CH:10][CH:11]=[C:12]([O:15][CH2:41][CH2:40][CH2:39][P:34]([O:35][CH2:36][CH3:37])([O:33][CH2:31][CH3:32])=[O:38])[CH:13]=2)[N:8]([CH2:16][C:17]2[CH:18]=[CH:19][CH:20]=[CH:21][CH:22]=2)[C:7]=1[CH3:23])[CH3:2], predict the reactants needed to synthesize it. The reactants are: [CH2:1]([O:3][C:4](=[O:24])[CH2:5][C:6]1[C:14]2[C:9](=[CH:10][CH:11]=[C:12]([OH:15])[CH:13]=2)[N:8]([CH2:16][C:17]2[CH:22]=[CH:21][CH:20]=[CH:19][CH:18]=2)[C:7]=1[CH3:23])[CH3:2].C([O-])([O-])=O.[K+].[K+].[CH2:31]([O:33][P:34]([CH2:39][CH2:40][CH2:41]Br)(=[O:38])[O:35][CH2:36][CH3:37])[CH3:32]. (5) The reactants are: [NH2:1][C:2]1[N:7]=[CH:6][N:5]=[C:4]2[N:8]([C@@H:21]3[CH2:25][CH2:24][N:23]([C:26](=[O:35])/[CH:27]=[CH:28]/[CH2:29][N:30]([CH:32]4[CH2:34][CH2:33]4)[CH3:31])[CH2:22]3)[N:9]=[C:10]([C:11]3[CH:20]=[CH:19][C:14]([C:15]([O:17]C)=[O:16])=[CH:13][CH:12]=3)[C:3]=12.[OH-].[Na+]. Given the product [NH2:1][C:2]1[N:7]=[CH:6][N:5]=[C:4]2[N:8]([C@@H:21]3[CH2:25][CH2:24][N:23]([C:26](=[O:35])/[CH:27]=[CH:28]/[CH2:29][N:30]([CH:32]4[CH2:33][CH2:34]4)[CH3:31])[CH2:22]3)[N:9]=[C:10]([C:11]3[CH:20]=[CH:19][C:14]([C:15]([OH:17])=[O:16])=[CH:13][CH:12]=3)[C:3]=12, predict the reactants needed to synthesize it. (6) Given the product [Br:21][C:22]1[CH:23]=[C:24]([C:25]([C:4]2[CH:3]=[C:2]([C:14]3[CH:19]=[CH:18][CH:17]=[CH:16][CH:15]=3)[CH:7]=[C:6]([C:8]3[CH:13]=[CH:12][CH:11]=[CH:10][CH:9]=3)[CH:5]=2)=[O:32])[CH:27]=[CH:28][CH:29]=1, predict the reactants needed to synthesize it. The reactants are: Br[C:2]1([C:14]2[CH:19]=[CH:18][CH:17]=[CH:16][CH:15]=2)[CH:7]=[C:6]([C:8]2[CH:13]=[CH:12][CH:11]=[CH:10][CH:9]=2)[CH:5]=[CH:4][CH2:3]1.[Mg].[Br:21][C:22]1[CH:23]=[C:24]([CH:27]=[CH:28][CH:29]=1)[C:25]#N.C(OCC)(=[O:32])C. (7) Given the product [CH3:8][C:6]1[CH:7]=[C:2]([N:26]2[CH2:31][CH2:30][O:29][CH2:28][CH2:27]2)[C:3]2[N:4]([C:9]([C:19]3[CH:24]=[CH:23][N:22]=[C:21]([NH2:25])[N:20]=3)=[C:10]([C:12]3[CH:17]=[CH:16][CH:15]=[C:14]([CH3:18])[N:13]=3)[N:11]=2)[CH:5]=1, predict the reactants needed to synthesize it. The reactants are: Br[C:2]1[C:3]2[N:4]([C:9]([C:19]3[CH:24]=[CH:23][N:22]=[C:21]([NH2:25])[N:20]=3)=[C:10]([C:12]3[CH:17]=[CH:16][CH:15]=[C:14]([CH3:18])[N:13]=3)[N:11]=2)[CH:5]=[C:6]([CH3:8])[CH:7]=1.[NH:26]1[CH2:31][CH2:30][O:29][CH2:28][CH2:27]1.CC([O-])(C)C.[Na+].C1(P(C2CCCCC2)C2C=CC=CC=2C2C=CC=CC=2N(C)C)CCCCC1. (8) Given the product [CH2:24]([O:4][CH2:3][C:2]([F:7])([F:1])[CH2:5][OH:6])[C:25]1[CH:30]=[CH:29][CH:28]=[CH:27][CH:26]=1, predict the reactants needed to synthesize it. The reactants are: [F:1][C:2]([F:7])([CH2:5][OH:6])[CH2:3][OH:4].FC1C=CC(B(O)O)=CC=1.C([O-])([O-])=O.[K+].[K+].[CH2:24](Br)[C:25]1[CH:30]=[CH:29][CH:28]=[CH:27][CH:26]=1.